Task: Predict the reactants needed to synthesize the given product.. Dataset: Full USPTO retrosynthesis dataset with 1.9M reactions from patents (1976-2016) (1) Given the product [CH3:1][O:2][C:3]1[CH:4]=[CH:5][C:6]([C:12]([NH2:14])=[O:13])=[CH:7][C:8]=1[C:9]([NH:18][C:17]1[CH:19]=[CH:20][CH:21]=[CH:22][C:16]=1[CH3:15])=[O:11], predict the reactants needed to synthesize it. The reactants are: [CH3:1][O:2][C:3]1[C:8]([C:9]([OH:11])=O)=[CH:7][C:6]([C:12]([NH2:14])=[O:13])=[CH:5][CH:4]=1.[CH3:15][C:16]1[CH:22]=[CH:21][CH:20]=[CH:19][C:17]=1[NH2:18]. (2) Given the product [CH2:19]([NH:26][CH2:1][C:3]1[CH:18]=[CH:17][C:6]([O:7][C:8]2[CH:16]=[CH:15][C:11]([C:12]([NH2:14])=[O:13])=[CH:10][CH:9]=2)=[CH:5][CH:4]=1)[C:20]1[CH:25]=[CH:24][CH:23]=[CH:22][CH:21]=1, predict the reactants needed to synthesize it. The reactants are: [CH:1]([C:3]1[CH:18]=[CH:17][C:6]([O:7][C:8]2[CH:16]=[CH:15][C:11]([C:12]([NH2:14])=[O:13])=[CH:10][CH:9]=2)=[CH:5][CH:4]=1)=O.[CH2:19]([NH2:26])[C:20]1[CH:25]=[CH:24][CH:23]=[CH:22][CH:21]=1.[BH4-].[Na+]. (3) Given the product [CH2:1]([O:3][C:4]1[CH:12]=[C:11]2[C:7]([CH:8]=[N:9][NH:10]2)=[CH:6][C:5]=1[NH:13][C:14]1[C:15]2[C:22]3[CH2:23][CH2:24][CH:25]([C:27]([N:30]4[CH2:34][CH2:33][C@H:32]([OH:35])[CH2:31]4)=[O:29])[CH2:26][C:21]=3[S:20][C:16]=2[N:17]=[CH:18][N:19]=1)[CH3:2], predict the reactants needed to synthesize it. The reactants are: [CH2:1]([O:3][C:4]1[CH:12]=[C:11]2[C:7]([CH:8]=[N:9][NH:10]2)=[CH:6][C:5]=1[NH:13][C:14]1[C:15]2[C:22]3[CH2:23][CH2:24][CH:25]([C:27]([OH:29])=O)[CH2:26][C:21]=3[S:20][C:16]=2[N:17]=[CH:18][N:19]=1)[CH3:2].[NH:30]1[CH2:34][CH2:33][C@@H:32]([OH:35])[CH2:31]1. (4) The reactants are: [CH3:1][NH2:2].C[O:4][C:5](=O)/[CH:6]=[C:7](/[O:10][CH3:11])\[CH2:8]Cl. Given the product [CH3:11][O:10][C:7]1[CH2:8][N:2]([CH3:1])[C:5](=[O:4])[CH:6]=1, predict the reactants needed to synthesize it. (5) The reactants are: [Li+].CCC[CH2-].[CH3:6][C:7]1[S:8][CH:9]=[CH:10][N:11]=1.[CH2:12]([Sn:16](Cl)([CH2:21][CH2:22][CH2:23][CH3:24])[CH2:17][CH2:18][CH2:19][CH3:20])[CH2:13][CH2:14][CH3:15]. Given the product [CH3:6][C:7]1[S:8][C:9]([Sn:16]([CH2:17][CH2:18][CH2:19][CH3:20])([CH2:21][CH2:22][CH2:23][CH3:24])[CH2:12][CH2:13][CH2:14][CH3:15])=[CH:10][N:11]=1, predict the reactants needed to synthesize it. (6) Given the product [F:36][C:24]1[CH:25]=[C:26]([C:30]2[N:31]=[C:32]([NH:35][C:12](=[O:14])[CH2:11][C:10]3[C:6]4[C:5](=[O:16])[N:4]([CH3:17])[C:3](=[O:18])[N:2]([CH3:1])[C:7]=4[N:8]([CH3:15])[CH:9]=3)[S:33][CH:34]=2)[CH:27]=[C:28]([F:29])[C:23]=1[O:22][CH2:21][C:20]([CH3:38])([CH3:37])[CH3:19], predict the reactants needed to synthesize it. The reactants are: [CH3:1][N:2]1[C:7]2[N:8]([CH3:15])[CH:9]=[C:10]([CH2:11][C:12]([OH:14])=O)[C:6]=2[C:5](=[O:16])[N:4]([CH3:17])[C:3]1=[O:18].[CH3:19][C:20]([CH3:38])([CH3:37])[CH2:21][O:22][C:23]1[C:28]([F:29])=[CH:27][C:26]([C:30]2[N:31]=[C:32]([NH2:35])[S:33][CH:34]=2)=[CH:25][C:24]=1[F:36].CCN=C=NCCCN(C)C.Cl.C1C=CC2N(O)N=NC=2C=1. (7) Given the product [CH2:1]([P:3]([CH2:10][CH2:11][OH:12])(=[O:9])[O:4][CH2:5][CH2:6][OH:15])[CH3:2], predict the reactants needed to synthesize it. The reactants are: [CH2:1]([P:3]([CH2:10][CH2:11][OH:12])(=[O:9])[O:4][CH2:5][CH2:6]CC)[CH3:2].C(O)C[OH:15]. (8) Given the product [Cl:1][C:2]1[CH:7]=[CH:6][N:5]=[C:4]([CH2:8][NH:9][C:10]2[O:11][C:12]3[C:18]([O:19][CH3:20])=[CH:17][C:16]([C:21]([N:23]4[CH2:30][CH2:29][CH2:28][C:24]4([C:25]([N:36]4[CH2:37][C:34]([F:38])([F:33])[CH2:35]4)=[O:26])[CH3:31])=[O:22])=[CH:15][C:13]=3[N:14]=2)[CH:3]=1, predict the reactants needed to synthesize it. The reactants are: [Cl:1][C:2]1[CH:7]=[CH:6][N:5]=[C:4]([CH2:8][NH:9][C:10]2[O:11][C:12]3[C:18]([O:19][CH3:20])=[CH:17][C:16]([C:21]([N:23]4[CH2:30][CH2:29][CH2:28][C@@:24]4([CH3:31])[C:25](O)=[O:26])=[O:22])=[CH:15][C:13]=3[N:14]=2)[CH:3]=1.Cl.[F:33][C:34]1([F:38])[CH2:37][NH:36][CH2:35]1.C(N(CC)C(C)C)(C)C.CN(C(ON1N=NC2C=CC=NC1=2)=[N+](C)C)C.F[P-](F)(F)(F)(F)F. (9) The reactants are: [NH2:1][C@H:2]1[CH2:7][CH2:6][CH2:5][CH2:4][C@H:3]1[C:8]([OH:10])=[O:9].Cl.[CH3:12][C:13]1[CH:22]=[C:21]([CH2:23][O:24][C:25]2[CH:30]=[CH:29][C:28]([S:31](Cl)(=[O:33])=[O:32])=[CH:27][CH:26]=2)[C:20]2[C:15](=[CH:16][CH:17]=[CH:18][CH:19]=2)[N:14]=1. Given the product [CH3:12][C:13]1[CH:22]=[C:21]([CH2:23][O:24][C:25]2[CH:30]=[CH:29][C:28]([S:31]([NH:1][C@H:2]3[CH2:7][CH2:6][CH2:5][CH2:4][C@H:3]3[C:8]([OH:10])=[O:9])(=[O:33])=[O:32])=[CH:27][CH:26]=2)[C:20]2[C:15](=[CH:16][CH:17]=[CH:18][CH:19]=2)[N:14]=1, predict the reactants needed to synthesize it. (10) Given the product [CH:66]1([N:65]2[CH2:64][C:57]([CH3:63])([CH2:58][CH2:59][CH:60]([CH3:61])[CH3:62])[C:19]([OH:21])=[C:18]([C:12]3[NH:11][C:10]4[S:9][CH:8]=[C:7]([CH2:6][NH:5][S:2]([CH3:1])(=[O:3])=[O:4])[C:15]=4[S:14](=[O:16])(=[O:17])[N:13]=3)[C:39]2=[O:38])[CH2:67][CH2:68][CH2:69]1, predict the reactants needed to synthesize it. The reactants are: [CH3:1][S:2]([NH:5][CH2:6][C:7]1[C:15]2[S:14](=[O:17])(=[O:16])[N:13]=[C:12]([CH2:18][C:19]([OH:21])=O)[NH:11][C:10]=2[S:9][CH:8]=1)(=[O:4])=[O:3].F[P-](F)(F)(F)(F)F.N1([O:38][C:39](N(C)C)=[N+](C)C)C2N=CC=CC=2N=N1.CN1CCOCC1.C(OC(=O)[C:57]([CH2:64][NH:65][CH:66]1[CH2:69][CH2:68][CH2:67]1)([CH3:63])[CH2:58][CH2:59][CH:60]([CH3:62])[CH3:61])C.[O-]CC.[Na+].C(O)C.